From a dataset of Forward reaction prediction with 1.9M reactions from USPTO patents (1976-2016). Predict the product of the given reaction. (1) Given the reactants [Si:1]([O:8][C@@H:9]1[C@@H:14]([CH3:15])[CH2:13][NH:12][CH2:11][C@H:10]1[NH:16][C:17](=[O:23])[O:18][C:19]([CH3:22])([CH3:21])[CH3:20])([C:4]([CH3:7])([CH3:6])[CH3:5])([CH3:3])[CH3:2].Cl[C:25]1[CH:30]=[CH:29][N:28]=[CH:27][C:26]=1[N+:31]([O-:33])=[O:32].CCN(C(C)C)C(C)C, predict the reaction product. The product is: [N+:31]([C:26]1[CH:27]=[N:28][CH:29]=[CH:30][C:25]=1[N:12]1[CH2:13][C@H:14]([CH3:15])[C@@H:9]([O:8][Si:1]([C:4]([CH3:7])([CH3:5])[CH3:6])([CH3:3])[CH3:2])[C@H:10]([NH:16][C:17](=[O:23])[O:18][C:19]([CH3:22])([CH3:21])[CH3:20])[CH2:11]1)([O-:33])=[O:32]. (2) Given the reactants [S:1]1[C:5]2[CH:6]=[CH:7][CH:8]=[CH:9][C:4]=2[N:3]=[C:2]1[C:10]1[C:11](=[O:133])[O:12][C:13]2[C:18]([CH:19]=1)=[CH:17][CH:16]=[C:15]([N:20]([CH2:24][C:25]1[N:26]=[N:27][N:28]([CH2:30][O:31][CH2:32][CH2:33][O:34][CH2:35][CH2:36][O:37][C:38]3[CH:39]=[C:40]([CH:54]=[C:55]([O:95][CH2:96][CH2:97][O:98][CH2:99][CH2:100][O:101][CH2:102][N:103]4[CH:107]=[C:106]([CH2:108][N:109]([C:113]5[CH:122]=[C:121]6[C:116]([CH:117]=[C:118]([C:124]7[S:125][C:126]8[CH:132]=[CH:131][CH:130]=[CH:129][C:127]=8[N:128]=7)[C:119](=[O:123])[O:120]6)=[CH:115][CH:114]=5)[CH:110]([CH3:112])[CH3:111])[N:105]=[N:104]4)[C:56]=3[O:57][CH2:58][CH2:59][O:60][CH2:61][CH2:62][O:63][CH2:64][N:65]3[CH:69]=[C:68]([CH2:70][N:71]([C:75]4[CH:84]=[C:83]5[C:78]([CH:79]=[C:80]([C:86]6[S:87][C:88]7[CH:94]=[CH:93][CH:92]=[CH:91][C:89]=7[N:90]=6)[C:81](=[O:85])[O:82]5)=[CH:77][CH:76]=4)[CH:72]([CH3:74])[CH3:73])[N:67]=[N:66]3)[C:41]([NH:43][CH2:44][C:45]3[CH:53]=[CH:52][C:48]([C:49]([OH:51])=[O:50])=[CH:47][CH:46]=3)=[O:42])[CH:29]=1)[CH:21]([CH3:23])[CH3:22])[CH:14]=2.O[N:135]1[C:139](=[O:140])[CH2:138][CH2:137][C:136]1=[O:141].CCN=C=NCCCN(C)C, predict the reaction product. The product is: [S:1]1[C:5]2[CH:6]=[CH:7][CH:8]=[CH:9][C:4]=2[N:3]=[C:2]1[C:10]1[C:11](=[O:133])[O:12][C:13]2[C:18]([CH:19]=1)=[CH:17][CH:16]=[C:15]([N:20]([CH2:24][C:25]1[N:26]=[N:27][N:28]([CH2:30][O:31][CH2:32][CH2:33][O:34][CH2:35][CH2:36][O:37][C:38]3[CH:39]=[C:40]([CH:54]=[C:55]([O:95][CH2:96][CH2:97][O:98][CH2:99][CH2:100][O:101][CH2:102][N:103]4[CH:107]=[C:106]([CH2:108][N:109]([C:113]5[CH:122]=[C:121]6[C:116]([CH:117]=[C:118]([C:124]7[S:125][C:126]8[CH:132]=[CH:131][CH:130]=[CH:129][C:127]=8[N:128]=7)[C:119](=[O:123])[O:120]6)=[CH:115][CH:114]=5)[CH:110]([CH3:112])[CH3:111])[N:105]=[N:104]4)[C:56]=3[O:57][CH2:58][CH2:59][O:60][CH2:61][CH2:62][O:63][CH2:64][N:65]3[CH:69]=[C:68]([CH2:70][N:71]([C:75]4[CH:84]=[C:83]5[C:78]([CH:79]=[C:80]([C:86]6[S:87][C:88]7[CH:94]=[CH:93][CH:92]=[CH:91][C:89]=7[N:90]=6)[C:81](=[O:85])[O:82]5)=[CH:77][CH:76]=4)[CH:72]([CH3:74])[CH3:73])[N:67]=[N:66]3)[C:41]([NH:43][CH2:44][C:45]3[CH:46]=[CH:47][C:48]([C:49]([O:51][N:135]4[C:139](=[O:140])[CH2:138][CH2:137][C:136]4=[O:141])=[O:50])=[CH:52][CH:53]=3)=[O:42])[CH:29]=1)[CH:21]([CH3:23])[CH3:22])[CH:14]=2. (3) Given the reactants [CH:1]([C:3]1[CH:17]=[CH:16][C:6]2=[C:7]3[C:12](=[C:13]([NH2:15])[N:14]=[C:5]2[CH:4]=1)[N:11]=[CH:10][CH:9]=[CH:8]3)=[CH2:2], predict the reaction product. The product is: [CH2:1]([C:3]1[CH:17]=[CH:16][C:6]2=[C:7]3[C:12](=[C:13]([NH2:15])[N:14]=[C:5]2[CH:4]=1)[N:11]=[CH:10][CH:9]=[CH:8]3)[CH3:2]. (4) Given the reactants Cl[CH2:2][C:3]1[CH:8]=[CH:7][CH:6]=[C:5]([F:9])[CH:4]=1.[C:10]([O:14][C:15](=[O:28])[NH:16][CH2:17][CH2:18][C:19]1[CH:24]=[CH:23][C:22]([OH:25])=[C:21]([O:26][CH3:27])[CH:20]=1)([CH3:13])([CH3:12])[CH3:11].C([O-])([O-])=O.[K+].[K+].[I-].[K+], predict the reaction product. The product is: [C:10]([O:14][C:15](=[O:28])[NH:16][CH2:17][CH2:18][C:19]1[CH:24]=[CH:23][C:22]([O:25][CH2:2][C:3]2[CH:8]=[CH:7][CH:6]=[C:5]([F:9])[CH:4]=2)=[C:21]([O:26][CH3:27])[CH:20]=1)([CH3:12])([CH3:13])[CH3:11]. (5) The product is: [Cl:15][C:5]1[CH:6]=[CH:7][N:8]=[C:9]2[NH:1][CH:2]=[CH:3][C:4]=12. Given the reactants [N+:1]1([O-])[CH:2]=[CH:3][C:4]2[C:9]=1[NH:8][CH:7]=[CH:6][CH:5]=2.CS([Cl:15])(=O)=O.[OH-].[Na+], predict the reaction product. (6) Given the reactants FC(F)(F)[C:3](O)=[O:4].CN1C2C=C([C:18]3[C:22]4[CH:23]=[C:24]5[C:29](=[CH:30][C:21]=4[NH:20][N:19]=3)[NH:28][C:27](=[O:31])[N:26]([C@@H:32]([C:34]3[CH:39]=[CH:38][CH:37]=[CH:36][CH:35]=3)[CH3:33])[CH2:25]5)C=CC=2N=N1.C(O)(C(F)(F)F)=O.[SiH](CC)(CC)CC, predict the reaction product. The product is: [CH3:3][O:4][C:18]1[C:22]2[CH:23]=[C:24]3[C:29](=[CH:30][C:21]=2[NH:20][N:19]=1)[NH:28][C:27](=[O:31])[N:26]([C@@H:32]([C:34]1[CH:39]=[CH:38][CH:37]=[CH:36][CH:35]=1)[CH3:33])[CH2:25]3. (7) The product is: [CH2:15]([O:17][C:18]1[CH:26]=[CH:25][CH:24]=[CH:23][C:19]=1[CH2:20][N:21]([CH3:22])[C:12](=[O:14])[CH2:11][CH2:10][CH2:9][S:8][C:5]1[CH:4]=[CH:3][C:2]([OH:1])=[CH:7][CH:6]=1)[CH3:16]. Given the reactants [OH:1][C:2]1[CH:7]=[CH:6][C:5]([S:8][CH2:9][CH2:10][CH2:11][C:12]([OH:14])=O)=[CH:4][CH:3]=1.[CH2:15]([O:17][C:18]1[CH:26]=[CH:25][CH:24]=[CH:23][C:19]=1[CH2:20][NH:21][CH3:22])[CH3:16], predict the reaction product. (8) Given the reactants C1N=CN([C:6]([N:8]2[CH:12]=[N:11]C=C2)=[O:7])C=1.[OH:13][CH2:14][C:15]1[CH:16]=[C:17]([C:21]2[CH:22]=[N:23][C:24]([N:27]3[CH2:32][CH2:31][N:30]([C:33](=[O:37])[CH2:34][O:35][CH3:36])[CH2:29][CH2:28]3)=[N:25][CH:26]=2)[CH:18]=[CH:19][CH:20]=1.C(=O)(O)O.[NH2:42]C(N)=N.[C:46]([OH:55])(=[O:54])[C@@H:47]([C@H:49]([C:51]([OH:53])=[O:52])[OH:50])[OH:48], predict the reaction product. The product is: [C:51]([C@@H:49]([C@H:47]([C:46]([OH:55])=[O:54])[OH:48])[OH:50])([OH:53])=[O:52].[C:12]([NH:8][C:6](=[O:7])[O:13][CH2:14][C:15]1[CH:20]=[CH:19][CH:18]=[C:17]([C:21]2[CH:22]=[N:23][C:24]([N:27]3[CH2:32][CH2:31][N:30]([C:33](=[O:37])[CH2:34][O:35][CH3:36])[CH2:29][CH2:28]3)=[N:25][CH:26]=2)[CH:16]=1)(=[NH:11])[NH2:42]. (9) Given the reactants [C:1]([N:5]1[C:9]2=[N:10][C:11](F)=[CH:12][CH:13]=[C:8]2[C:7]([C:15]([OH:17])=O)=[N:6]1)([CH3:4])([CH3:3])[CH3:2].C([N:20](CC)CC)C.CCN=C=N[CH2:30][CH2:31][CH2:32][N:33](C)C.C1C=NC2N(O)N=NC=2C=1.C1(N)CC1, predict the reaction product. The product is: [CH:32]1([NH:33][C:15]([C:7]2[C:8]3[C:9](=[N:10][C:11]([NH2:20])=[CH:12][CH:13]=3)[N:5]([C:1]([CH3:2])([CH3:3])[CH3:4])[N:6]=2)=[O:17])[CH2:30][CH2:31]1.